Task: Predict the product of the given reaction.. Dataset: Forward reaction prediction with 1.9M reactions from USPTO patents (1976-2016) (1) The product is: [OH:1][CH:2]([CH2:8][CH2:9][CH2:10][CH3:11])[C:3]([N:17]([CH3:18])[CH3:16])=[O:5]. Given the reactants [OH:1][CH:2]([CH2:8][CH2:9][CH3:10])[C:3]([O:5]CC)=O.[CH3:11][O-].[Na+].CO.[CH3:16][NH:17][CH3:18], predict the reaction product. (2) The product is: [CH2:19]([NH:22][C:2]1[C:11]2[C:6](=[CH:7][CH:8]=[C:9]([C:12]3[CH:17]=[CH:16][C:15]([F:18])=[CH:14][CH:13]=3)[CH:10]=2)[N:5]=[CH:4][N:3]=1)[CH2:20][CH3:21]. Given the reactants Cl[C:2]1[C:11]2[C:6](=[CH:7][CH:8]=[C:9]([C:12]3[CH:17]=[CH:16][C:15]([F:18])=[CH:14][CH:13]=3)[CH:10]=2)[N:5]=[CH:4][N:3]=1.[CH2:19]([NH2:22])[CH2:20][CH3:21], predict the reaction product. (3) Given the reactants [Cl:1][C:2]1[CH:10]=[C:9]2[C:5]([C:6]([CH:11]=[O:12])=[CH:7][NH:8]2)=[CH:4][C:3]=1[C:13]1[CH:18]=[CH:17][C:16]([CH:19]2[CH2:23][CH2:22][CH2:21][N:20]2[S:24]([CH3:27])(=[O:26])=[O:25])=[CH:15][CH:14]=1.CC(=CC)C.Cl([O-])=[O:34].[Na+].P([O-])([O-])([O-])=O.[Na+].[Na+].[Na+].S([O-])([O-])=O.[Na+].[Na+], predict the reaction product. The product is: [Cl:1][C:2]1[CH:10]=[C:9]2[C:5]([C:6]([C:11]([OH:34])=[O:12])=[CH:7][NH:8]2)=[CH:4][C:3]=1[C:13]1[CH:18]=[CH:17][C:16]([CH:19]2[CH2:23][CH2:22][CH2:21][N:20]2[S:24]([CH3:27])(=[O:26])=[O:25])=[CH:15][CH:14]=1. (4) The product is: [CH3:1][C:2]1[C:3]2[C:8](=[CH:7][CH:6]=[CH:5][CH:4]=2)[C:9]2=[C:10]3[C:15]=1[CH:14]=[CH:13][CH:12]=[C:11]3[C:16](=[O:20])[C:17]2=[O:18]. Given the reactants [CH3:1][C:2]1[C:3]2[C:8]([CH:9]=[C:10]3[C:15]=1[CH:14]=[CH:13][CH:12]=[CH:11]3)=[CH:7][CH:6]=[CH:5][CH:4]=2.[C:16](Cl)(=[O:20])[C:17](Cl)=[O:18].[Cl-].[Al+3].[Cl-].[Cl-].Cl, predict the reaction product. (5) Given the reactants Cl.[NH2:2][C:3]12[CH2:11][CH2:10][CH:7]([CH2:8][CH2:9]1)[CH2:6][N:5]1[C:12](=[O:30])[C:13]([O:21][C:22]([C:24]3[CH:29]=[CH:28][CH:27]=[CH:26][CH:25]=3)=[O:23])=[C:14]([C:16]([O:18][CH2:19][CH3:20])=[O:17])[N:15]=[C:4]21.[CH2:31](N(CC)CC)C.[CH:38](=O)[C:39]1[CH:44]=[CH:43][CH:42]=[CH:41][CH:40]=1.CC(O)=O.[BH3-]C#N.[Na+].C=O, predict the reaction product. The product is: [CH2:38]([N:2]([CH3:31])[C:3]12[CH2:11][CH2:10][CH:7]([CH2:8][CH2:9]1)[CH2:6][N:5]1[C:12](=[O:30])[C:13]([O:21][C:22]([C:24]3[CH:25]=[CH:26][CH:27]=[CH:28][CH:29]=3)=[O:23])=[C:14]([C:16]([O:18][CH2:19][CH3:20])=[O:17])[N:15]=[C:4]21)[C:39]1[CH:44]=[CH:43][CH:42]=[CH:41][CH:40]=1. (6) Given the reactants [F:1][C:2]([F:32])([S:28]([O-:31])(=[O:30])=[O:29])[C:3]([F:27])([F:26])[CH2:4][CH2:5][O:6][C:7]([C:9]12[CH2:18][CH:13]3[CH2:14][CH:15]([CH2:17][C:11]([O:19][C:20](=[O:25])[C:21]([F:24])([F:23])[F:22])([CH2:12]3)[CH2:10]1)[CH2:16]2)=[O:8].[Na+].[Br-].[C:35]1([S+:41]([C:48]2[CH:53]=[CH:52][CH:51]=[CH:50][CH:49]=2)[C:42]2[CH:47]=[CH:46][CH:45]=[CH:44][CH:43]=2)[CH:40]=[CH:39][CH:38]=[CH:37][CH:36]=1.O, predict the reaction product. The product is: [F:32][C:2]([F:1])([S:28]([O-:31])(=[O:30])=[O:29])[C:3]([F:26])([F:27])[CH2:4][CH2:5][O:6][C:7]([C:9]12[CH2:16][CH:15]3[CH2:14][CH:13]([CH2:12][C:11]([O:19][C:20](=[O:25])[C:21]([F:22])([F:23])[F:24])([CH2:17]3)[CH2:10]1)[CH2:18]2)=[O:8].[C:48]1([S+:41]([C:35]2[CH:36]=[CH:37][CH:38]=[CH:39][CH:40]=2)[C:42]2[CH:47]=[CH:46][CH:45]=[CH:44][CH:43]=2)[CH:49]=[CH:50][CH:51]=[CH:52][CH:53]=1.